This data is from Forward reaction prediction with 1.9M reactions from USPTO patents (1976-2016). The task is: Predict the product of the given reaction. Given the reactants [F:1][C:2]1[CH:7]=[C:6]([F:8])[CH:5]=[CH:4][C:3]=1[N:9]1[C:16]2[C@H:15]3[CH2:17][C@H:14]3[CH2:13][C:12]=2[C:11]([C:18]([OH:20])=O)=[N:10]1.CN(C(O[N:29]1N=N[C:31]2[CH:32]=[CH:33][CH:34]=[N:35][C:30]1=2)=[N+](C)C)C.F[P-](F)(F)(F)(F)F.CCN(CC)CC.N1C=CC=CC=1N, predict the reaction product. The product is: [N:35]1[CH:34]=[CH:33][CH:32]=[CH:31][C:30]=1[NH:29][C:18]([C:11]1[C:12]2[CH2:13][C@@H:14]3[CH2:17][C@@H:15]3[C:16]=2[N:9]([C:3]2[CH:4]=[CH:5][C:6]([F:8])=[CH:7][C:2]=2[F:1])[N:10]=1)=[O:20].